This data is from Cav3 T-type calcium channel HTS with 100,875 compounds. The task is: Binary Classification. Given a drug SMILES string, predict its activity (active/inactive) in a high-throughput screening assay against a specified biological target. (1) The drug is Fc1cc(Nc2ncnc3n(ncc23)c2ccccc2)ccc1. The result is 0 (inactive). (2) The drug is S(=O)(=O)(N1CC(=O)N(C(C=CC1)c1ccc(OC)cc1)Cc1ccc(F)cc1)c1c2ncccc2ccc1. The result is 0 (inactive). (3) The drug is s1c2c(CCCNC2=O)c(c1NC(=O)C)C(OCC)=O. The result is 0 (inactive).